Dataset: Retrosynthesis with 50K atom-mapped reactions and 10 reaction types from USPTO. Task: Predict the reactants needed to synthesize the given product. (1) Given the product O=C(Nc1ccc(Cl)c(-c2ccccn2)c1)c1ccc(CNC(=O)c2ccccn2)cc1, predict the reactants needed to synthesize it. The reactants are: NCc1ccc(C(=O)Nc2ccc(Cl)c(-c3ccccn3)c2)cc1.O=C(O)c1ccccn1. (2) Given the product CC1CCN(c2ccc(CO)cc2NC(=O)c2ccc(C#N)o2)CC1, predict the reactants needed to synthesize it. The reactants are: CC1CCN(c2ccc(CO)cc2N)CC1.N#Cc1ccc(C(=O)Cl)o1. (3) Given the product CC(C)c1cncc(N)c1, predict the reactants needed to synthesize it. The reactants are: C=C(C)c1cncc(N)c1. (4) The reactants are: Clc1ccc(SCC(Cn2ccnc2)OCc2ccc(Cl)cc2Cl)cc1.O=C(OO)c1cccc(Cl)c1. Given the product O=S(CC(Cn1ccnc1)OCc1ccc(Cl)cc1Cl)c1ccc(Cl)cc1, predict the reactants needed to synthesize it. (5) Given the product COc1cc2c(c(C)c1C)C(O)CC2c1c[nH]cn1, predict the reactants needed to synthesize it. The reactants are: COc1cc2c(c(C)c1C)C(=O)CC2c1c[nH]cn1. (6) Given the product COC(=O)c1ccc(N)c(C(=O)NC(C)(C)c2ccccc2)c1, predict the reactants needed to synthesize it. The reactants are: COC(=O)c1ccc([N+](=O)[O-])c(C(=O)NC(C)(C)c2ccccc2)c1. (7) Given the product Cc1cccc(OCc2ccc(C(=O)NC3CC(C)(C)NC(C)(C)C3)cc2)c1, predict the reactants needed to synthesize it. The reactants are: CC1(C)CC(N)CC(C)(C)N1.Cc1cccc(OCc2ccc(C(=O)O)cc2)c1. (8) Given the product Cc1ccc(NC(=O)c2cccc(C3(C#N)CC3)c2)cc1Oc1ccc([N+](=O)[O-])cc1, predict the reactants needed to synthesize it. The reactants are: Cc1ccc(NC(=O)c2cccc(C3(C#N)CC3)c2)cc1O.O=[N+]([O-])c1ccc(F)cc1. (9) Given the product CCOC(=O)[C@@H]1CCCC[C@@H]1NS(=O)(=O)c1ccc2c(Cl)cnc(Cl)c2c1, predict the reactants needed to synthesize it. The reactants are: CCOC(=O)[C@@H]1CCCC[C@@H]1N.O=S(=O)(Cl)c1ccc2c(Cl)cnc(Cl)c2c1. (10) Given the product CNC(=O)C(=O)CCCCCCC(=O)NNC(=O)c1cccs1, predict the reactants needed to synthesize it. The reactants are: CNC(=O)C(=O)CCCCCCC(=O)O.NNC(=O)c1cccs1.